Dataset: Catalyst prediction with 721,799 reactions and 888 catalyst types from USPTO. Task: Predict which catalyst facilitates the given reaction. Reactant: Cl[CH2:2][C:3]1[N:4]=[C:5]([CH2:18][C:19]([CH3:22])([CH3:21])[CH3:20])[C:6]([C:9]2[CH:14]=[C:13]([O:15][CH3:16])[CH:12]=[CH:11][C:10]=2[F:17])=[N:7][CH:8]=1.[CH:23]1([C@@H:26]([C:33]2[CH:38]=[CH:37][CH:36]=[C:35]([OH:39])[CH:34]=2)[CH2:27][C:28]([O:30][CH2:31][CH3:32])=[O:29])[CH2:25][CH2:24]1.C([O-])([O-])=O.[Cs+].[Cs+]. Product: [CH:23]1([C@@H:26]([C:33]2[CH:38]=[CH:37][CH:36]=[C:35]([O:39][CH2:2][C:3]3[CH:8]=[N:7][C:6]([C:9]4[CH:14]=[C:13]([O:15][CH3:16])[CH:12]=[CH:11][C:10]=4[F:17])=[C:5]([CH2:18][C:19]([CH3:22])([CH3:21])[CH3:20])[N:4]=3)[CH:34]=2)[CH2:27][C:28]([O:30][CH2:31][CH3:32])=[O:29])[CH2:25][CH2:24]1. The catalyst class is: 23.